The task is: Predict the reactants needed to synthesize the given product.. This data is from Full USPTO retrosynthesis dataset with 1.9M reactions from patents (1976-2016). (1) Given the product [C:1]1([CH2:11][C:12]([NH:14][C@H:15]([C:20]([NH:22][C@H:23]([CH:32]=[O:33])[CH2:24][C:25]([OH:26])=[O:36])=[O:21])[CH2:16][CH:17]([CH3:19])[CH3:18])=[O:13])[C:10]2[C:5](=[CH:6][CH:7]=[CH:8][CH:9]=2)[CH:4]=[CH:3][CH:2]=1, predict the reactants needed to synthesize it. The reactants are: [C:1]1([CH2:11][C:12]([NH:14][C@H:15]([C:20]([NH:22][C@H:23]([CH:32]=[O:33])[CH2:24][C:25](=NNC(N)=O)[OH:26])=[O:21])[CH2:16][CH:17]([CH3:19])[CH3:18])=[O:13])[C:10]2[C:5](=[CH:6][CH:7]=[CH:8][CH:9]=2)[CH:4]=[CH:3][CH:2]=1.C(O)(=[O:36])C.CO. (2) Given the product [Cl:22][C:21]1([Cl:24])[CH2:17][CH2:18][CH2:19][N:14]([C:11]2[CH:10]=[CH:9][C:8]([I:7])=[CH:13][CH:12]=2)[C:15]1=[O:20], predict the reactants needed to synthesize it. The reactants are: P(Cl)(Cl)(Cl)(Cl)Cl.[I:7][C:8]1[CH:13]=[CH:12][C:11]([N:14]2[CH2:19][CH2:18][CH2:17]C[C:15]2=[O:20])=[CH:10][CH:9]=1.[CH:21]([Cl:24])(Cl)[Cl:22]. (3) Given the product [F:19][C:20]1[CH:21]=[CH:22][C:23]([C:26]([OH:27])([CH3:28])[CH2:29][N:8]2[C:9]3[CH:10]=[CH:11][C:12]([CH3:18])=[CH:13][C:14]=3[C:15]3[CH2:16][CH2:17][N:4]([CH3:3])[CH2:5][CH2:6][C:7]2=3)=[CH:24][CH:25]=1, predict the reactants needed to synthesize it. The reactants are: [H-].[Na+].[CH3:3][N:4]1[CH2:17][CH2:16][C:15]2[C:14]3[CH:13]=[C:12]([CH3:18])[CH:11]=[CH:10][C:9]=3[NH:8][C:7]=2[CH2:6][CH2:5]1.[F:19][C:20]1[CH:25]=[CH:24][C:23]([C:26]2([CH3:29])[CH2:28][O:27]2)=[CH:22][CH:21]=1.C(O)(=O)C(O)=O. (4) Given the product [C:4]([C:3]1[C:2]([C:21]2[CH:20]=[CH:19][C:18]([C:30]([O:33][CH3:36])=[O:31])=[CH:27][CH:26]=2)=[N:10][C:9]([Cl:11])=[CH:8][CH:7]=1)(=[O:5])[NH2:6], predict the reactants needed to synthesize it. The reactants are: Cl[C:2]1[N:10]=[C:9]([Cl:11])[CH:8]=[CH:7][C:3]=1[C:4]([NH2:6])=[O:5].BrC1C=CC(O[CH:18]2[CH2:27][CH2:26][C:21]3(OCCO3)[CH2:20][CH2:19]2)=CC=1.[C:30]([O-:33])([O-])=[O:31].[Cs+].[Cs+].[CH3:36]OCCOC.O. (5) Given the product [CH3:1][C:2]1[CH:7]=[CH:6][C:5]2[O:8][CH2:17][CH2:18][O:9][C:4]=2[CH:3]=1, predict the reactants needed to synthesize it. The reactants are: [CH3:1][C:2]1[CH:3]=[C:4]([OH:9])[C:5]([OH:8])=[CH:6][CH:7]=1.C(=O)([O-])[O-].[K+].[K+].Br[CH2:17][CH2:18]Br. (6) Given the product [N:9]1([C:5]2[S:6][CH:7]=[CH:8][C:4]=2[NH2:1])[CH:13]=[N:12][CH:11]=[N:10]1, predict the reactants needed to synthesize it. The reactants are: [N+:1]([C:4]1[CH:8]=[CH:7][S:6][C:5]=1[N:9]1[CH:13]=[N:12][CH:11]=[N:10]1)([O-])=O.[Cl-].[NH4+]. (7) Given the product [NH2:1][C:2]1[N:7]=[C:6]([OH:8])[C:5]([NH2:9])=[C:4]([NH2:11])[N:3]=1, predict the reactants needed to synthesize it. The reactants are: [NH2:1][C:2]1[N:7]=[C:6]([OH:8])[C:5]([N:9]=O)=[C:4]([NH2:11])[N:3]=1.